From a dataset of Forward reaction prediction with 1.9M reactions from USPTO patents (1976-2016). Predict the product of the given reaction. (1) Given the reactants [CH3:1][C:2]1([CH3:9])[O:6][C@@H:5]([CH2:7][OH:8])[CH2:4][CH2:3]1.[N:10]1[C:17](Cl)=[N:16][C:14](Cl)=[N:13][C:11]=1[Cl:12].[Li+].C[Si]([N-][Si](C)(C)C)(C)C.Cl.Cl.[NH:31]1[CH2:36][CH2:35][CH:34]([C:37]2[C:45]3[C:40](=[N:41][CH:42]=[CH:43][CH:44]=3)[NH:39][CH:38]=2)[CH2:33][CH2:32]1.CCN(C(C)C)C(C)C, predict the reaction product. The product is: [Cl:12][C:11]1[N:10]=[C:17]([O:8][CH2:7][C@H:5]2[CH2:4][CH2:3][C:2]([CH3:9])([CH3:1])[O:6]2)[N:16]=[C:14]([N:31]2[CH2:32][CH2:33][CH:34]([C:37]3[C:45]4[C:40](=[N:41][CH:42]=[CH:43][CH:44]=4)[NH:39][CH:38]=3)[CH2:35][CH2:36]2)[N:13]=1. (2) The product is: [CH2:18]([NH:25][C:2]1[CH:7]=[CH:6][C:5]([C:8]([F:11])([F:10])[F:9])=[CH:4][C:3]=1[S:12]([N:15]([CH3:17])[CH3:16])(=[O:14])=[O:13])[C:19]1[CH:24]=[CH:23][CH:22]=[CH:21][CH:20]=1. Given the reactants Cl[C:2]1[CH:7]=[CH:6][C:5]([C:8]([F:11])([F:10])[F:9])=[CH:4][C:3]=1[S:12]([N:15]([CH3:17])[CH3:16])(=[O:14])=[O:13].[CH2:18]([NH2:25])[C:19]1[CH:24]=[CH:23][CH:22]=[CH:21][CH:20]=1, predict the reaction product. (3) Given the reactants C(O)(C(F)(F)F)=O.[Cl:8][C:9]1[C:14]([O:15][CH:16]2[CH2:20][CH2:19][N:18]([CH:21]3[CH2:24][O:23][CH2:22]3)[CH2:17]2)=[CH:13][C:12]([C:25]#[N:26])=[CH:11][C:10]=1[NH:27][C:28]1[N:33]=[C:32]([N:34]([CH:44]2[CH2:46][CH2:45]2)CC2C=CC(OC)=CC=2)[C:31]2=[N:47][CH:48]=[C:49]([C:50]#[N:51])[N:30]2[N:29]=1.C1(OC)C=CC=CC=1, predict the reaction product. The product is: [Cl:8][C:9]1[C:14]([O:15][CH:16]2[CH2:20][CH2:19][N:18]([CH:21]3[CH2:22][O:23][CH2:24]3)[CH2:17]2)=[CH:13][C:12]([C:25]#[N:26])=[CH:11][C:10]=1[NH:27][C:28]1[N:33]=[C:32]([NH:34][CH:44]2[CH2:45][CH2:46]2)[C:31]2=[N:47][CH:48]=[C:49]([C:50]#[N:51])[N:30]2[N:29]=1. (4) Given the reactants S(=O)(=O)(O)O.[OH:6][CH2:7][CH2:8][CH2:9][CH:10]1[CH2:21][CH2:20][CH2:19][CH2:18][CH2:17][CH2:16][CH2:15][CH2:14][CH2:13][CH2:12][C:11]1=[O:22].[OH:23][OH:24], predict the reaction product. The product is: [O-:23][OH:24].[OH:6][CH2:7][CH2:8][CH2:9][CH:10]1[CH2:21][CH2:20][CH2:19][CH2:18][CH2:17][CH2:16][CH2:15][CH2:14][CH2:13][CH2:12][C:11]1=[O:22]. (5) Given the reactants [Br:1][C:2]1[CH:3]=[C:4]([C:10]2[CH:15]=[CH:14][C:13]([CH:16]=O)=[CH:12][CH:11]=2)[CH:5]=[CH:6][C:7]=1[O:8][CH3:9].[CH3:18][NH2:19].[O-]S([O-])(=O)=O.[Mg+2], predict the reaction product. The product is: [Br:1][C:2]1[CH:3]=[C:4]([C:10]2[CH:15]=[CH:14][C:13](/[CH:16]=[N:19]/[CH3:18])=[CH:12][CH:11]=2)[CH:5]=[CH:6][C:7]=1[O:8][CH3:9]. (6) Given the reactants [CH:1]1([N:4]2[CH2:9][C:8]3([CH2:14][CH2:13][N:12]([S:15]([C:18]4[CH:23]=[CH:22][C:21](B5OC(C)(C)C(C)(C)O5)=[CH:20][CH:19]=4)(=[O:17])=[O:16])[CH2:11][CH2:10]3)[O:7][CH2:6][C:5]2=[O:33])[CH2:3][CH2:2]1.Br[C:35]1[CH:44]=[C:43]2[C:38]([CH:39]=[C:40]([F:45])[CH:41]=[N:42]2)=[CH:37][CH:36]=1.C(=O)([O-])[O-].[K+].[K+], predict the reaction product. The product is: [CH:1]1([N:4]2[CH2:9][C:8]3([CH2:14][CH2:13][N:12]([S:15]([C:18]4[CH:19]=[CH:20][C:21]([C:35]5[CH:44]=[C:43]6[C:38]([CH:39]=[C:40]([F:45])[CH:41]=[N:42]6)=[CH:37][CH:36]=5)=[CH:22][CH:23]=4)(=[O:17])=[O:16])[CH2:11][CH2:10]3)[O:7][CH2:6][C:5]2=[O:33])[CH2:2][CH2:3]1.